Dataset: Catalyst prediction with 721,799 reactions and 888 catalyst types from USPTO. Task: Predict which catalyst facilitates the given reaction. Reactant: [C:1]1([S:7]([N:10]([CH2:28][CH:29]([CH3:31])[CH3:30])[C:11]2[CH:16]=[CH:15][C:14]([C:17]([OH:27])([C:23]([F:26])([F:25])[F:24])[C:18]#[C:19][C:20](O)=[O:21])=[CH:13][CH:12]=2)(=[O:9])=[O:8])[CH:6]=[CH:5][CH:4]=[CH:3][CH:2]=1.CN.Cl.[CH3:35][N:36](C)CCCN=C=NCC. Product: [CH3:35][NH:36][C:20](=[O:21])[C:19]#[C:18][C:17]([C:14]1[CH:15]=[CH:16][C:11]([N:10]([S:7]([C:1]2[CH:6]=[CH:5][CH:4]=[CH:3][CH:2]=2)(=[O:9])=[O:8])[CH2:28][CH:29]([CH3:31])[CH3:30])=[CH:12][CH:13]=1)([OH:27])[C:23]([F:26])([F:25])[F:24]. The catalyst class is: 2.